Task: Predict hERG channel inhibition at various concentrations.. Dataset: hERG Central: cardiac toxicity at 1µM, 10µM, and general inhibition (1) The drug is CCC[N+]1(CC#CCC(c2ccccc2)c2ccccc2)CCCCC1.[Br-]. Results: hERG_inhib (hERG inhibition (general)): blocker. (2) The molecule is O=C(Nc1ccccc1)NC1CCN(CCCN2C(=O)c3ccccc3C2=O)CC1. Results: hERG_inhib (hERG inhibition (general)): blocker.